This data is from Reaction yield outcomes from USPTO patents with 853,638 reactions. The task is: Predict the reaction yield, written as a fraction of the theoretical maximum amount of product (1.0 means a 100% yield; for example, 0.34 means a 34% yield). (1) The reactants are [F:1][C:2]1[C:3]([NH2:17])=[N:4][C:5]([O:8][CH2:9][C:10]2[CH:15]=[CH:14][C:13]([CH3:16])=[CH:12][CH:11]=2)=[N:6][CH:7]=1.[Li+].C[Si]([N-][Si](C)(C)C)(C)C.[CH3:28][S:29](Cl)(=[O:31])=[O:30]. The catalyst is C1COCC1. The product is [F:1][C:2]1[C:3]([NH:17][S:29]([CH3:28])(=[O:31])=[O:30])=[N:4][C:5]([O:8][CH2:9][C:10]2[CH:15]=[CH:14][C:13]([CH3:16])=[CH:12][CH:11]=2)=[N:6][CH:7]=1. The yield is 0.260. (2) The reactants are NC[CH2:3][N:4]1[CH2:9]CC[C@H](CN2C3C=CC=CC=3N=C2[CH2:3][N:4]([CH3:9])[C@@H:5]2C3N=CC=CC=3CCC2)[CH2:5]1.[CH3:33][N:34]([CH2:45][C:46]1[N:50]([CH2:51][CH:52]2[CH2:57][CH2:56][CH2:55][N:54]([CH3:58])[CH2:53]2)[C:49]2[CH:59]=[CH:60][CH:61]=[CH:62][C:48]=2[N:47]=1)[CH:35]1[C:44]2[N:43]=[CH:42][CH:41]=[CH:40][C:39]=2[CH2:38][CH2:37][CH2:36]1. No catalyst specified. The product is [CH3:3][N:4]([CH3:9])[CH2:5][CH2:58][N:54]1[CH2:55][CH2:56][CH2:57][C@H:52]([CH2:51][N:50]2[C:49]3[CH:59]=[CH:60][CH:61]=[CH:62][C:48]=3[N:47]=[C:46]2[CH2:45][N:34]([CH3:33])[C@@H:35]2[C:44]3[N:43]=[CH:42][CH:41]=[CH:40][C:39]=3[CH2:38][CH2:37][CH2:36]2)[CH2:53]1. The yield is 0.830. (3) The catalyst is ClCCl. The yield is 0.920. The product is [F:22][C:23]([F:36])([F:35])[S:24]([O:1][C:2]1[C:9]([N+:10]([O-:12])=[O:11])=[CH:8][C:7]([O:13][CH3:14])=[CH:6][C:3]=1[CH:4]=[O:5])(=[O:26])=[O:25]. The reactants are [OH:1][C:2]1[C:9]([N+:10]([O-:12])=[O:11])=[CH:8][C:7]([O:13][CH3:14])=[CH:6][C:3]=1[CH:4]=[O:5].C(N(CC)CC)C.[F:22][C:23]([F:36])([F:35])[S:24](O[S:24]([C:23]([F:36])([F:35])[F:22])(=[O:26])=[O:25])(=[O:26])=[O:25]. (4) The reactants are [CH3:1][C:2]1[N:3]=[C:4]([N:8]2[CH2:13][CH2:12][CH:11]([C:14]([O:16][CH2:17][CH3:18])=[O:15])[CH2:10][CH2:9]2)[S:5][C:6]=1[CH3:7].[Cl:19]N1C(=O)CCC1=O.C(=O)([O-])O.[Na+]. The catalyst is C(#N)C. The product is [Cl:19][CH2:1][C:2]1[N:3]=[C:4]([N:8]2[CH2:13][CH2:12][CH:11]([C:14]([O:16][CH2:17][CH3:18])=[O:15])[CH2:10][CH2:9]2)[S:5][C:6]=1[CH3:7]. The yield is 0.260. (5) The reactants are [S:1]1[CH:5]=[CH:4][CH:3]=[C:2]1[C:6](Cl)=[O:7].[NH2:9][C:10]1[CH:11]=[C:12]([CH:25]=[CH:26][CH:27]=1)[C:13]([C:15]1[CH:23]=[C:22]2[C:18]([CH2:19][C:20](=[O:24])[NH:21]2)=[CH:17][CH:16]=1)=[O:14]. The catalyst is C1COCC1. The product is [O:24]=[C:20]1[CH2:19][C:18]2[C:22](=[CH:23][C:15]([C:13]([C:12]3[CH:11]=[C:10]([NH:9][C:6]([C:2]4[S:1][CH:5]=[CH:4][CH:3]=4)=[O:7])[CH:27]=[CH:26][CH:25]=3)=[O:14])=[CH:16][CH:17]=2)[NH:21]1. The yield is 0.840. (6) The reactants are [Cl:1][C:2]1[CH:7]=[C:6]([NH:8]/[C:9](/SC)=[N:10]/[C:11]#[N:12])[CH:5]=[CH:4][N:3]=1.[NH2:15][NH2:16]. The catalyst is C(O)C. The product is [Cl:1][C:2]1[CH:7]=[C:6]([NH:8][C:9]2[N:10]=[C:11]([NH2:12])[NH:16][N:15]=2)[CH:5]=[CH:4][N:3]=1. The yield is 0.280. (7) The reactants are [CH3:1][C:2]1[CH:7]=[C:6]([CH3:8])[NH:5][C:4](=[O:9])[C:3]=1[CH2:10][NH:11][C:12]([C:14]1[CH:15]=[C:16]([C:30]2[CH:35]=[CH:34][CH:33]=[C:32]([CH:36]=O)[CH:31]=2)[CH:17]=[C:18]([N:21]([CH2:28][CH3:29])[CH:22]2[CH2:27][CH2:26][O:25][CH2:24][CH2:23]2)[C:19]=1[CH3:20])=[O:13].[NH:38]1[CH2:43][CH2:42][O:41][CH2:40][CH2:39]1.C(O)(=O)C.C(O[BH-](OC(=O)C)OC(=O)C)(=O)C.[Na+]. The catalyst is ClC(Cl)C.ClCCl. The product is [CH3:1][C:2]1[CH:7]=[C:6]([CH3:8])[NH:5][C:4](=[O:9])[C:3]=1[CH2:10][NH:11][C:12]([C:14]1[CH:15]=[C:16]([C:30]2[CH:35]=[CH:34][CH:33]=[C:32]([CH2:36][N:38]3[CH2:43][CH2:42][O:41][CH2:40][CH2:39]3)[CH:31]=2)[CH:17]=[C:18]([N:21]([CH2:28][CH3:29])[CH:22]2[CH2:23][CH2:24][O:25][CH2:26][CH2:27]2)[C:19]=1[CH3:20])=[O:13]. The yield is 0.650.